Dataset: Forward reaction prediction with 1.9M reactions from USPTO patents (1976-2016). Task: Predict the product of the given reaction. (1) Given the reactants [F:1][C:2]1[CH:7]=[CH:6][CH:5]=[CH:4][C:3]=1[CH2:8][C:9]([O:11]C)=O.[Li+].C[Si]([N-][Si](C)(C)C)(C)C.CCCCCC.[Cl:29][C:30]1[N:38]=[CH:37][CH:36]=[CH:35][C:31]=1C(Cl)=O.[Cl-].[NH4+].[Cl-].[Na+], predict the reaction product. The product is: [Cl:29][C:30]1[C:31]([C:9](=[O:11])[CH2:8][C:3]2[CH:4]=[CH:5][CH:6]=[CH:7][C:2]=2[F:1])=[CH:35][CH:36]=[CH:37][N:38]=1. (2) Given the reactants [CH2:1]([S:3]([N:6]1[CH2:11][CH2:10][CH:9]([C:12]2[C:20]3[C:15](=[C:16]([C:30]([NH2:32])=[O:31])[CH:17]=[C:18]([C:21]4[CH:26]=[C:25]([CH:27]=O)[CH:24]=[CH:23][C:22]=4[F:29])[CH:19]=3)[NH:14][CH:13]=2)[CH2:8][CH2:7]1)(=[O:5])=[O:4])[CH3:2].[F:33][C:34]([F:38])([F:37])[CH2:35][NH2:36].[CH3:39][OH:40], predict the reaction product. The product is: [F:33][C:34]([F:38])([F:37])[C:39]([OH:4])=[O:40].[CH2:1]([S:3]([N:6]1[CH2:11][CH2:10][CH:9]([C:12]2[C:20]3[C:15](=[C:16]([C:30]([NH2:32])=[O:31])[CH:17]=[C:18]([C:21]4[CH:26]=[C:25]([CH2:27][NH:36][CH2:35][C:34]([F:38])([F:37])[F:33])[CH:24]=[CH:23][C:22]=4[F:29])[CH:19]=3)[NH:14][CH:13]=2)[CH2:8][CH2:7]1)(=[O:5])=[O:4])[CH3:2]. (3) Given the reactants Cl[C:2]1[C:11]2[C:6](=[CH:7][CH:8]=[C:9]([CH3:12])[CH:10]=2)[N:5]=[C:4]([N:13]2[CH2:19][C:18]3[CH:20]=[CH:21][CH:22]=[CH:23][C:17]=3[S:16](=[O:25])(=[O:24])[CH2:15][CH2:14]2)[CH:3]=1.[NH:26]1[CH2:30][CH2:29][CH2:28][CH:27]1[CH2:31][NH2:32], predict the reaction product. The product is: [O:24]=[S:16]1(=[O:25])[C:17]2[CH:23]=[CH:22][CH:21]=[CH:20][C:18]=2[CH2:19][N:13]([C:4]2[CH:3]=[C:2]([NH:32][CH2:31][CH:27]3[CH2:28][CH2:29][CH2:30][NH:26]3)[C:11]3[C:6](=[CH:7][CH:8]=[C:9]([CH3:12])[CH:10]=3)[N:5]=2)[CH2:14][CH2:15]1. (4) Given the reactants [CH3:1][C:2]1([C:17]([O:19]C)=[O:18])[CH2:7][CH2:6][CH:5]([O:8][CH2:9][O:10][CH2:11][CH2:12][Si:13]([CH3:16])([CH3:15])[CH3:14])[CH2:4][CH2:3]1.[OH-].[Na+].Cl, predict the reaction product. The product is: [CH3:1][C:2]1([C:17]([OH:19])=[O:18])[CH2:3][CH2:4][CH:5]([O:8][CH2:9][O:10][CH2:11][CH2:12][Si:13]([CH3:14])([CH3:15])[CH3:16])[CH2:6][CH2:7]1. (5) Given the reactants [ClH:1].[CH2:2]([C:4]1[S:26][C:7]2[N:8]=[CH:9][N:10]=[C:11]([N:12]3[CH2:17][CH2:16][CH:15]([NH:18]C(=O)OC(C)(C)C)[CH2:14][CH2:13]3)[C:6]=2[CH:5]=1)[CH3:3], predict the reaction product. The product is: [ClH:1].[ClH:1].[CH2:2]([C:4]1[S:26][C:7]2[N:8]=[CH:9][N:10]=[C:11]([N:12]3[CH2:17][CH2:16][CH:15]([NH2:18])[CH2:14][CH2:13]3)[C:6]=2[CH:5]=1)[CH3:3]. (6) Given the reactants Cl[C:2]1[N:7]=[C:6]([C:8]2[CH:13]=[CH:12][CH:11]=[C:10]([O:14][CH3:15])[CH:9]=2)[C:5]([CH3:16])=[CH:4][N:3]=1.[CH3:17][N:18]1[CH2:23][CH2:22][N:21]([CH2:24][C:25]2[CH:31]=[CH:30][C:28]([NH2:29])=[CH:27][CH:26]=2)[CH2:20][CH2:19]1, predict the reaction product. The product is: [CH3:15][O:14][C:10]1[CH:9]=[C:8]([C:6]2[C:5]([CH3:16])=[CH:4][N:3]=[C:2]([NH:29][C:28]3[CH:27]=[CH:26][C:25]([CH2:24][N:21]4[CH2:20][CH2:19][N:18]([CH3:17])[CH2:23][CH2:22]4)=[CH:31][CH:30]=3)[N:7]=2)[CH:13]=[CH:12][CH:11]=1.